Dataset: Full USPTO retrosynthesis dataset with 1.9M reactions from patents (1976-2016). Task: Predict the reactants needed to synthesize the given product. (1) The reactants are: C([O:3][C:4](=[O:33])[CH2:5][C:6]1[N:7]=[C:8]([NH:12][C:13]([C:15]2[N:16]([CH2:24][C:25]3[CH:30]=[CH:29][C:28]([F:31])=[CH:27][C:26]=3[F:32])[CH:17]=[C:18]([CH2:20][CH:21]([CH3:23])[CH3:22])[CH:19]=2)=[O:14])[S:9][C:10]=1[Cl:11])C.CO.O.[OH-].[Li+]. Given the product [Cl:11][C:10]1[S:9][C:8]([NH:12][C:13]([C:15]2[N:16]([CH2:24][C:25]3[CH:30]=[CH:29][C:28]([F:31])=[CH:27][C:26]=3[F:32])[CH:17]=[C:18]([CH2:20][CH:21]([CH3:22])[CH3:23])[CH:19]=2)=[O:14])=[N:7][C:6]=1[CH2:5][C:4]([OH:33])=[O:3], predict the reactants needed to synthesize it. (2) Given the product [F:3][C:4]1[CH:5]=[C:6]([CH:13]=[CH:14][C:15]=1[N:16]([CH3:27])[C:17]1[N:22]=[CH:21][C:20]2[N:23]=[CH:24][N:25]([CH3:26])[C:19]=2[CH:18]=1)[CH2:7][N:8]([CH3:28])[S:9]([CH3:12])(=[O:10])=[O:11], predict the reactants needed to synthesize it. The reactants are: [H-].[Na+].[F:3][C:4]1[CH:5]=[C:6]([CH:13]=[CH:14][C:15]=1[N:16]([CH3:27])[C:17]1[N:22]=[CH:21][C:20]2[N:23]=[CH:24][N:25]([CH3:26])[C:19]=2[CH:18]=1)[CH2:7][NH:8][S:9]([CH3:12])(=[O:11])=[O:10].[CH3:28]I. (3) Given the product [C:23]([O:27][C:28](=[O:31])[CH2:29][C:2]1[CH:7]=[CH:6][C:5]([O:8][CH2:14][C:15]2[CH:20]=[CH:19][CH:18]=[CH:17][CH:16]=2)=[C:4]([CH:9]([CH3:11])[CH3:10])[CH:3]=1)([CH3:26])([CH3:25])[CH3:24], predict the reactants needed to synthesize it. The reactants are: Br[C:2]1[CH:7]=[CH:6][C:5]([OH:8])=[C:4]([CH:9]([CH3:11])[CH3:10])[CH:3]=1.[H-].[Na+].[CH2:14](Br)[C:15]1[CH:20]=[CH:19][CH:18]=[CH:17][CH:16]=1.[Cl-].[C:23]([O:27][C:28](=[O:31])[CH2:29][Zn+])([CH3:26])([CH3:25])[CH3:24]. (4) Given the product [CH3:1][C:2]1([CH3:23])[C:7]2[CH:8]=[C:9]([C:12]3[N:16]([CH3:17])[C:15]([C:18]#[N:19])=[C:14]([CH3:24])[C:13]=3[CH3:21])[CH:10]=[CH:11][C:6]=2[NH:5][C:4](=[O:22])[O:3]1, predict the reactants needed to synthesize it. The reactants are: [CH3:1][C:2]1([CH3:23])[C:7]2[CH:8]=[C:9]([C:12]3[N:16]([CH3:17])[C:15]([C:18]#[N:19])=[C:14](Br)[C:13]=3[CH3:21])[CH:10]=[CH:11][C:6]=2[NH:5][C:4](=[O:22])[O:3]1.[CH3:24][Sn](C)(C)C.O. (5) Given the product [Br:28][C:29]1[CH:34]=[CH:33][C:32]([S:35]([NH:13][C:6]2[C:7]3[C:12](=[CH:11][CH:10]=[CH:9][CH:8]=3)[C:3]([O:2][CH3:1])=[C:4]([S:22][CH2:23][C:24]([O:26][CH3:27])=[O:25])[CH:5]=2)(=[O:37])=[O:36])=[CH:31][CH:30]=1, predict the reactants needed to synthesize it. The reactants are: [CH3:1][O:2][C:3]1[C:12]2[C:7](=[CH:8][CH:9]=[CH:10][CH:11]=2)[C:6]([NH:13]S(C2SC=CC=2)(=O)=O)=[CH:5][C:4]=1[S:22][CH2:23][C:24]([O:26][CH3:27])=[O:25].[Br:28][C:29]1[CH:34]=[CH:33][C:32]([S:35](Cl)(=[O:37])=[O:36])=[CH:31][CH:30]=1. (6) The reactants are: [C:1]([NH:4][C@H:5]1[CH2:8][C@H:7]([O:9][C:10]2[CH:15]=[C:14]([F:16])[CH:13]=[CH:12][C:11]=2[NH:17][C:18]2[C:19]3[C:26]([CH3:27])=[C:25]([C:28](O)=[O:29])[S:24][C:20]=3[N:21]=[CH:22][N:23]=2)[CH2:6]1)(=[O:3])[CH3:2].Cl.[NH2:32][C@@H:33]1[CH2:35][C@H:34]1[NH:36]C(=O)OC(C)(C)C. Given the product [NH2:32][CH:33]1[CH2:35][CH:34]1[NH:36][C:28]([C:25]1[S:24][C:20]2[N:21]=[CH:22][N:23]=[C:18]([NH:17][C:11]3[CH:12]=[CH:13][C:14]([F:16])=[CH:15][C:10]=3[O:9][C@H:7]3[CH2:6][C@H:5]([NH:4][C:1](=[O:3])[CH3:2])[CH2:8]3)[C:19]=2[C:26]=1[CH3:27])=[O:29], predict the reactants needed to synthesize it. (7) Given the product [CH3:1][O:2][C:3]([C:5]1[CH:6]=[CH:7][C:8]([CH2:9][CH2:10][N:11]2[C:15](=[O:16])[CH2:14][CH2:13][C@@H:12]2[C:17]([OH:19])=[O:18])=[CH:24][CH:25]=1)=[O:4], predict the reactants needed to synthesize it. The reactants are: [CH3:1][O:2][C:3]([C:5]1[CH:25]=[CH:24][C:8]([CH2:9][CH2:10][N:11]2[C:15](=[O:16])[CH2:14][CH2:13][C@@H:12]2[C:17]([O:19]C(C)(C)C)=[O:18])=[CH:7][CH:6]=1)=[O:4].FC(F)(F)C(O)=O. (8) Given the product [O:18]1[C:19]2[CH:24]=[CH:23][CH:22]=[CH:21][C:20]=2[C:16]([NH:15][C:14]([N:11]2[CH2:12][CH2:13][NH:8][CH2:9][CH2:10]2)=[O:25])=[N:17]1, predict the reactants needed to synthesize it. The reactants are: C(OC([N:8]1[CH2:13][CH2:12][N:11]([C:14](=[O:25])[NH:15][C:16]2[C:20]3[CH:21]=[CH:22][CH:23]=[CH:24][C:19]=3[O:18][N:17]=2)[CH2:10][CH2:9]1)=O)(C)(C)C.C(O)(C(F)(F)F)=O. (9) Given the product [C:16]([O:15][C:13](=[O:14])[NH:6][C:5]1[CH:7]=[CH:8][CH:9]=[CH:10][C:4]=1[O:3][C:2]([F:11])([F:12])[F:1])([CH3:19])([CH3:18])[CH3:17], predict the reactants needed to synthesize it. The reactants are: [F:1][C:2]([F:12])([F:11])[O:3][C:4]1[CH:10]=[CH:9][CH:8]=[CH:7][C:5]=1[NH2:6].[C:13](O[C:13]([O:15][C:16]([CH3:19])([CH3:18])[CH3:17])=[O:14])([O:15][C:16]([CH3:19])([CH3:18])[CH3:17])=[O:14]. (10) Given the product [Br:2][C:3]1[CH:4]=[C:5]([CH3:11])[C:6]2[NH:9][C:17]3[CH2:16][CH:15]4[NH:21][CH:20]([C:19]=3[C:7]=2[C:8]=1[C:23]([O:25][C:26]([CH3:29])([CH3:28])[CH3:27])=[O:24])[CH2:13][CH2:14]4, predict the reactants needed to synthesize it. The reactants are: Cl.[Br:2][C:3]1[CH:8]=[CH:7][C:6]([NH:9]N)=[C:5]([CH3:11])[CH:4]=1.Cl.[CH2:13]1[CH:20]2[NH:21][CH:15]([CH2:16][C:17]([CH2:19]2)=O)[CH2:14]1.Cl.[C:23](O[C:23]([O:25][C:26]([CH3:29])([CH3:28])[CH3:27])=[O:24])([O:25][C:26]([CH3:29])([CH3:28])[CH3:27])=[O:24].C(N(CC)CC)C.